From a dataset of Forward reaction prediction with 1.9M reactions from USPTO patents (1976-2016). Predict the product of the given reaction. (1) The product is: [C:45]([OH:52])(=[O:51])/[CH:46]=[CH:47]\[C:48]([OH:50])=[O:49].[C:45]([OH:52])(=[O:51])/[CH:46]=[CH:47]\[C:48]([OH:50])=[O:49].[C:45]([OH:52])(=[O:51])/[CH:46]=[CH:47]\[C:48]([OH:50])=[O:49].[NH2:1][C:2]1[N:7]=[CH:6][N:5]=[C:4]2[N:8]([C@H:32]3[CH2:33][CH2:34][C@H:35]([N:38]4[CH2:39][CH2:40][N:41]([CH3:44])[CH2:42][CH2:43]4)[CH2:36][CH2:37]3)[N:9]=[C:10]([C:11]3[CH:16]=[CH:15][C:14]([NH:17][C:18](=[O:29])[C:19]4[CH:20]=[CH:21][C:22]([C:25]([F:26])([F:28])[F:27])=[CH:23][CH:24]=4)=[C:13]([O:30][CH3:31])[CH:12]=3)[C:3]=12. Given the reactants [NH2:1][C:2]1[N:7]=[CH:6][N:5]=[C:4]2[N:8]([C@H:32]3[CH2:37][CH2:36][C@H:35]([N:38]4[CH2:43][CH2:42][N:41]([CH3:44])[CH2:40][CH2:39]4)[CH2:34][CH2:33]3)[N:9]=[C:10]([C:11]3[CH:16]=[CH:15][C:14]([NH:17][C:18](=[O:29])[C:19]4[CH:24]=[CH:23][C:22]([C:25]([F:28])([F:27])[F:26])=[CH:21][CH:20]=4)=[C:13]([O:30][CH3:31])[CH:12]=3)[C:3]=12.[C:45]([OH:52])(=[O:51])/[CH:46]=[CH:47]\[C:48]([OH:50])=[O:49], predict the reaction product. (2) The product is: [Cl:1][C:2]1[CH:7]=[CH:6][CH:5]=[C:4]2[C:3]=1[C:11](=[O:19])[O:12][CH:8]2[OH:9]. Given the reactants [Cl:1][C:2]1[CH:3]=[C:4]([CH:8]2[O:12][CH2:11]C[O:9]2)[CH:5]=[CH:6][CH:7]=1.C([Li])(CC)C.C(=O)=[O:19], predict the reaction product. (3) Given the reactants [CH:1]([N:4]1[C:8]([C:9]2[S:10][C:11]3[CH2:12][CH2:13][O:14][C:15]4[CH:22]=[C:21]([CH2:23][OH:24])[CH:20]=[CH:19][C:16]=4[C:17]=3[N:18]=2)=[N:7][CH:6]=[N:5]1)([CH3:3])[CH3:2].CC(OI1(OC(C)=O)(OC(C)=O)OC(=O)C2C=CC=CC1=2)=O, predict the reaction product. The product is: [CH:1]([N:4]1[C:8]([C:9]2[S:10][C:11]3[CH2:12][CH2:13][O:14][C:15]4[CH:22]=[C:21]([CH:23]=[O:24])[CH:20]=[CH:19][C:16]=4[C:17]=3[N:18]=2)=[N:7][CH:6]=[N:5]1)([CH3:3])[CH3:2]. (4) Given the reactants [Cl:1][C:2]1[C:3]([C:16]2[CH:21]=[CH:20][CH:19]=[C:18](F)[N:17]=2)=[CH:4][C:5]([NH:8][C@H:9]2[CH2:14][CH2:13][C@H:12]([NH2:15])[CH2:11][CH2:10]2)=[N:6][CH:7]=1.[NH2:23][CH2:24][C@H:25]1[CH2:30][CH2:29][CH2:28][N:27]([C:31]([O:33][C:34]([CH3:37])([CH3:36])[CH3:35])=[O:32])[CH2:26]1, predict the reaction product. The product is: [NH2:15][C@H:12]1[CH2:13][CH2:14][C@H:9]([NH:8][C:5]2[CH:4]=[C:3]([C:16]3[CH:21]=[CH:20][CH:19]=[C:18]([NH:23][CH2:24][C@H:25]4[CH2:30][CH2:29][CH2:28][N:27]([C:31]([O:33][C:34]([CH3:37])([CH3:36])[CH3:35])=[O:32])[CH2:26]4)[N:17]=3)[C:2]([Cl:1])=[CH:7][N:6]=2)[CH2:10][CH2:11]1. (5) The product is: [CH3:15][S:16][C:9]1[N:10]=[C:11]([S:20][CH3:22])[N:12]=[C:7]([NH:6][CH:1]2[CH2:5][CH2:4][CH2:3][CH2:2]2)[N:8]=1. Given the reactants [CH:1]1([NH:6][C:7]2[N:12]=[C:11](Cl)[N:10]=[C:9](Cl)[N:8]=2)[CH2:5][CH2:4][CH2:3][CH2:2]1.[CH3:15][S-:16].[Na+].O.C[S:20]([CH3:22])=O, predict the reaction product. (6) Given the reactants [Br:1][C:2]1[CH:7]=[CH:6][C:5]([CH:8]([C:19]2[C:24]([CH3:25])=[CH:23][CH:22]=[CH:21][N:20]=2)[CH2:9][C:10]([C:12]2[CH:17]=[CH:16][N:15]=[C:14]([CH3:18])[CH:13]=2)=O)=[CH:4][CH:3]=1.Cl.[NH2:27][OH:28].C([O-])(O)=O.[Na+], predict the reaction product. The product is: [Br:1][C:2]1[CH:7]=[CH:6][C:5]([CH:8]([C:19]2[C:24]([CH3:25])=[CH:23][CH:22]=[CH:21][N:20]=2)[CH2:9]/[C:10](/[C:12]2[CH:17]=[CH:16][N:15]=[C:14]([CH3:18])[CH:13]=2)=[N:27]\[OH:28])=[CH:4][CH:3]=1. (7) The product is: [CH2:1]([N:4]1[C:12]2[C:7](=[CH:8][CH:9]=[C:10]([C:40]3[NH:36][N:37]=[CH:38][CH:39]=3)[CH:11]=2)[C:6]([C:14]([C:20]2[CH:21]=[C:22]3[C:26](=[CH:27][CH:28]=2)[N:25]([C:29]2[CH:34]=[CH:33][C:32]([F:35])=[CH:31][CH:30]=2)[N:24]=[CH:23]3)([OH:19])[C:15]([F:18])([F:17])[F:16])=[CH:5]1)[CH:2]=[CH2:3]. Given the reactants [CH2:1]([N:4]1[C:12]2[C:7](=[CH:8][CH:9]=[C:10](Br)[CH:11]=2)[C:6]([C:14]([C:20]2[CH:21]=[C:22]3[C:26](=[CH:27][CH:28]=2)[N:25]([C:29]2[CH:34]=[CH:33][C:32]([F:35])=[CH:31][CH:30]=2)[N:24]=[CH:23]3)([OH:19])[C:15]([F:18])([F:17])[F:16])=[CH:5]1)[CH:2]=[CH2:3].[NH:36]1[C:40](B(O)O)=[CH:39][CH:38]=[N:37]1.C(=O)([O-])[O-].[Na+].[Na+], predict the reaction product. (8) Given the reactants [C:1]([O:5][C:6](=[O:25])[NH:7][C:8]1[CH2:9][O:10][CH2:11][C:12]([C:15]2[CH:20]=[C:19]([N:21]=[N+]=[N-])[CH:18]=[CH:17][C:16]=2[F:24])([CH3:14])[N:13]=1)([CH3:4])([CH3:3])[CH3:2], predict the reaction product. The product is: [C:1]([O:5][C:6](=[O:25])[NH:7][C:8]1[CH2:9][O:10][CH2:11][C:12]([C:15]2[CH:20]=[C:19]([NH2:21])[CH:18]=[CH:17][C:16]=2[F:24])([CH3:14])[N:13]=1)([CH3:2])([CH3:3])[CH3:4].